From a dataset of Forward reaction prediction with 1.9M reactions from USPTO patents (1976-2016). Predict the product of the given reaction. (1) Given the reactants [CH2:1]([O:8][C:9]1[CH:14]=[C:13](I)[CH:12]=[CH:11][C:10]=1[N:16]1[S:20](=[O:22])(=[O:21])[N:19]([CH2:23][CH2:24][Si:25]([CH3:28])([CH3:27])[CH3:26])[C:18](=[O:29])[CH2:17]1)[C:2]1[CH:7]=[CH:6][CH:5]=[CH:4][CH:3]=1.[C:30]([O:34][C:35]([N:37]1[CH2:41][CH2:40][CH:39]([CH:42]=[CH2:43])[CH2:38]1)=[O:36])([CH3:33])([CH3:32])[CH3:31], predict the reaction product. The product is: [C:30]([O:34][C:35]([N:37]1[CH2:41][CH2:40][CH:39](/[CH:42]=[CH:43]/[C:13]2[CH:12]=[CH:11][C:10]([N:16]3[CH2:17][C:18](=[O:29])[N:19]([CH2:23][CH2:24][Si:25]([CH3:28])([CH3:27])[CH3:26])[S:20]3(=[O:22])=[O:21])=[C:9]([O:8][CH2:1][C:2]3[CH:7]=[CH:6][CH:5]=[CH:4][CH:3]=3)[CH:14]=2)[CH2:38]1)=[O:36])([CH3:33])([CH3:32])[CH3:31]. (2) Given the reactants [Br:1]Br.[C:3]([C:6]1[O:7][C:8]([CH3:11])=[CH:9][CH:10]=1)(=[O:5])[CH3:4].[Cl-].[NH4+], predict the reaction product. The product is: [Br:1][CH2:4][C:3]([C:6]1[O:7][C:8]([CH3:11])=[CH:9][CH:10]=1)=[O:5]. (3) Given the reactants Br[CH2:2][C:3]1[N:7]([CH3:8])[N:6]([C:9]2[CH:14]=[CH:13][CH:12]=[CH:11][CH:10]=2)[C:5](=[O:15])[C:4]=1[Cl:16].[F:17][C:18]([F:32])([F:31])[C:19]1[C:20]([N:25]2[CH2:30][CH2:29][NH:28][CH2:27][CH2:26]2)=[N:21][CH:22]=[CH:23][CH:24]=1, predict the reaction product. The product is: [Cl:16][C:4]1[C:5](=[O:15])[N:6]([C:9]2[CH:14]=[CH:13][CH:12]=[CH:11][CH:10]=2)[N:7]([CH3:8])[C:3]=1[CH2:2][N:28]1[CH2:29][CH2:30][N:25]([C:20]2[C:19]([C:18]([F:32])([F:17])[F:31])=[CH:24][CH:23]=[CH:22][N:21]=2)[CH2:26][CH2:27]1. (4) The product is: [F:1][C:2]1[CH:7]=[CH:6][C:5]([C@@H:8]2[CH2:12][N:11]([S:13]([C:16]3[N:17]=[CH:18][N:19]([CH3:21])[CH:20]=3)(=[O:15])=[O:14])[CH2:10][C@H:9]2[C:22]([N:34]([O:35][CH3:36])[CH3:33])=[O:23])=[CH:4][CH:3]=1. Given the reactants [F:1][C:2]1[CH:7]=[CH:6][C:5]([C@@H:8]2[CH2:12][N:11]([S:13]([C:16]3[N:17]=[CH:18][N:19]([CH3:21])[CH:20]=3)(=[O:15])=[O:14])[CH2:10][C@H:9]2[C:22](O)=[O:23])=[CH:4][CH:3]=1.C(N(CC)CC)C.Cl.[CH3:33][NH:34][O:35][CH3:36], predict the reaction product.